Dataset: Full USPTO retrosynthesis dataset with 1.9M reactions from patents (1976-2016). Task: Predict the reactants needed to synthesize the given product. Given the product [Br:1][CH:2]([C:3]1[O:8][C:7](=[O:9])[C:6]([CH3:11])([CH3:10])[N:5]=1)[CH3:12], predict the reactants needed to synthesize it. The reactants are: [Br:1][CH:2]([CH3:12])[C:3]([NH:5][C:6]([CH3:11])([CH3:10])[C:7]([OH:9])=[O:8])=O.C(N(CC)CC)C.ClC(OCC)=O.